Dataset: Catalyst prediction with 721,799 reactions and 888 catalyst types from USPTO. Task: Predict which catalyst facilitates the given reaction. (1) Reactant: [C:1]([C:5]1[CH:53]=[CH:52][C:8]([CH2:9][N:10]2[C:14](=[O:15])[N:13]([CH2:16][CH3:17])[C:12]([CH2:18][CH2:19][CH2:20][C:21]3[CH:26]=[CH:25][C:24]([C:27]4[CH:32]=[CH:31][C:30]([O:33][CH3:34])=[C:29]([C@@H:35]([CH3:51])[C:36](N5[C@H](C)[C@H](C6C=CC=CC=6)OC5=O)=[O:37])[CH:28]=4)=[CH:23][CH:22]=3)=[N:11]2)=[CH:7][CH:6]=1)([CH3:4])([CH3:3])[CH3:2].[OH2:54].OO.O.[OH-].[Li+]. Product: [C:1]([C:5]1[CH:6]=[CH:7][C:8]([CH2:9][N:10]2[C:14](=[O:15])[N:13]([CH2:16][CH3:17])[C:12]([CH2:18][CH2:19][CH2:20][C:21]3[CH:22]=[CH:23][C:24]([C:27]4[CH:32]=[CH:31][C:30]([O:33][CH3:34])=[C:29]([C@@H:35]([CH3:51])[C:36]([OH:54])=[O:37])[CH:28]=4)=[CH:25][CH:26]=3)=[N:11]2)=[CH:52][CH:53]=1)([CH3:3])([CH3:4])[CH3:2]. The catalyst class is: 1. (2) Reactant: [CH:1]1([NH:5][CH:6]2[CH2:9][N:8]([C:10]([C:12]3[CH:13]=[C:14]([CH:27]=[CH:28][C:29]=3[F:30])[CH2:15][C:16]3[C:25]4[C:20](=[CH:21][CH:22]=[CH:23][CH:24]=4)[C:19](=[O:26])[NH:18][N:17]=3)=[O:11])[CH2:7]2)[CH2:4][CH2:3][CH2:2]1.[ClH:31]. Product: [ClH:31].[CH:1]1([NH:5][CH:6]2[CH2:7][N:8]([C:10]([C:12]3[CH:13]=[C:14]([CH:27]=[CH:28][C:29]=3[F:30])[CH2:15][C:16]3[C:25]4[C:20](=[CH:21][CH:22]=[CH:23][CH:24]=4)[C:19](=[O:26])[NH:18][N:17]=3)=[O:11])[CH2:9]2)[CH2:4][CH2:3][CH2:2]1. The catalyst class is: 4. (3) Reactant: [CH3:1][S:2]([C:5]1[CH:35]=[CH:34][C:8]([CH2:9][NH:10][C:11]([C:13]2[C:18](=[O:19])[N:17]([C:20]3[CH:25]=[CH:24][CH:23]=[C:22]([C:26]([F:29])([F:28])[F:27])[CH:21]=3)[C:16]([CH3:30])=[C:15]([C:31](O)=[O:32])[CH:14]=2)=[O:12])=[CH:7][CH:6]=1)(=[O:4])=[O:3].[NH3:36].Cl[CH2:38][C:39]([CH3:41])=O.C([O-])([O-])=O.[Ca+2]. Product: [CH3:1][S:2]([C:5]1[CH:35]=[CH:34][C:8]([CH2:9][NH:10][C:11]([C:13]2[C:18](=[O:19])[N:17]([C:20]3[CH:25]=[CH:24][CH:23]=[C:22]([C:26]([F:27])([F:29])[F:28])[CH:21]=3)[C:16]([CH3:30])=[C:15]([C:31]3[O:32][CH:38]=[C:39]([CH3:41])[N:36]=3)[CH:14]=2)=[O:12])=[CH:7][CH:6]=1)(=[O:3])=[O:4]. The catalyst class is: 37.